From a dataset of Peptide-MHC class II binding affinity with 134,281 pairs from IEDB. Regression. Given a peptide amino acid sequence and an MHC pseudo amino acid sequence, predict their binding affinity value. This is MHC class II binding data. (1) The peptide sequence is VSAISQTEVKEEGKE. The MHC is DRB1_0901 with pseudo-sequence DRB1_0901. The binding affinity (normalized) is 0.345. (2) The peptide sequence is QITKIQNFRVYYRDSRDPIW. The MHC is DRB1_0401 with pseudo-sequence DRB1_0401. The binding affinity (normalized) is 0.509. (3) The peptide sequence is KTMVKKWRDVPYLTK. The MHC is HLA-DQA10501-DQB10402 with pseudo-sequence HLA-DQA10501-DQB10402. The binding affinity (normalized) is 0.338. (4) The peptide sequence is KLVLNIKYTRPGDSL. The MHC is HLA-DQA10301-DQB10302 with pseudo-sequence HLA-DQA10301-DQB10302. The binding affinity (normalized) is 0.233.